Dataset: Reaction yield outcomes from USPTO patents with 853,638 reactions. Task: Predict the reaction yield, written as a fraction of the theoretical maximum amount of product (1.0 means a 100% yield; for example, 0.34 means a 34% yield). The reactants are [Cl:1][C:2]1[CH:3]=[C:4]([CH:6]=[C:7]([Cl:24])[C:8]=1[O:9][C:10]1[C:19]2[C:14](=[CH:15][C:16]([O:22][CH3:23])=[C:17]([O:20][CH3:21])[CH:18]=2)[N:13]=[CH:12][CH:11]=1)[NH2:5].[F:25][C:26]1[CH:31]=[C:30]([F:32])[CH:29]=[CH:28][C:27]=1[N:33]=[C:34]=[O:35]. The catalyst is C(Cl)(Cl)Cl. The product is [Cl:1][C:2]1[CH:3]=[C:4]([NH:5][C:34]([NH:33][C:27]2[CH:28]=[CH:29][C:30]([F:32])=[CH:31][C:26]=2[F:25])=[O:35])[CH:6]=[C:7]([Cl:24])[C:8]=1[O:9][C:10]1[C:19]2[C:14](=[CH:15][C:16]([O:22][CH3:23])=[C:17]([O:20][CH3:21])[CH:18]=2)[N:13]=[CH:12][CH:11]=1. The yield is 0.740.